The task is: Predict the product of the given reaction.. This data is from Forward reaction prediction with 1.9M reactions from USPTO patents (1976-2016). (1) The product is: [ClH:1].[NH2:18][C:15]1[CH:16]=[CH:17][C:8]([C:5]2[CH:4]=[CH:3][C:2]([Cl:1])=[CH:7][CH:6]=2)=[C:9]2[C:14]=1[CH2:13][N:12]([CH3:21])[CH2:11][CH2:10]2. Given the reactants [Cl:1][C:2]1[CH:7]=[CH:6][C:5]([C:8]2[CH:17]=[CH:16][C:15]([N+:18]([O-])=O)=[C:14]3[C:9]=2[CH2:10][CH2:11][N:12]([CH3:21])[CH2:13]3)=[CH:4][CH:3]=1.S(=O)(=O)(O)O, predict the reaction product. (2) Given the reactants C[O-].[Na+].[C:4]1([C:10]#[C:11][CH2:12][OH:13])[CH:9]=[CH:8][CH:7]=[CH:6][CH:5]=1.[H-].[Al+3].[Li+].[H-].[H-].[H-].C(=O)(OC)OC.[I:26]I.S([O-])([O-])(=O)=S.[Na+].[Na+], predict the reaction product. The product is: [I:26]/[C:10](/[C:4]1[CH:9]=[CH:8][CH:7]=[CH:6][CH:5]=1)=[CH:11]\[CH2:12][OH:13].